From a dataset of Forward reaction prediction with 1.9M reactions from USPTO patents (1976-2016). Predict the product of the given reaction. (1) The product is: [C:1]([S:20][CH2:21][CH2:22][C:23]([O:25][CH2:55][CH2:54][CH2:53][CH2:52][CH2:51][CH2:50][CH2:49][CH2:48][CH2:47][CH2:46][CH2:45][O:44][C:41]1[CH:42]=[CH:43][C:38]([CH3:57])=[CH:39][CH:40]=1)=[O:24])([C:8]1[CH:13]=[CH:12][CH:11]=[CH:10][CH:9]=1)([C:14]1[CH:15]=[CH:16][CH:17]=[CH:18][CH:19]=1)[C:2]1[CH:3]=[CH:4][CH:5]=[CH:6][CH:7]=1. Given the reactants [C:1]([S:20][CH2:21][CH2:22][C:23]([OH:25])=[O:24])([C:14]1[CH:19]=[CH:18][CH:17]=[CH:16][CH:15]=1)([C:8]1[CH:13]=[CH:12][CH:11]=[CH:10][CH:9]=1)[C:2]1[CH:7]=[CH:6][CH:5]=[CH:4][CH:3]=1.Cl.C(N=C=NCCCN(C)C)C.[C:38]1([CH3:57])[CH:43]=[CH:42][C:41]([O:44][CH2:45][CH2:46][CH2:47][CH2:48][CH2:49][CH2:50][CH2:51][CH2:52][CH2:53][CH2:54][CH2:55]O)=[CH:40][CH:39]=1, predict the reaction product. (2) Given the reactants Br[C:2]1[C:10]2[N:9]3[CH2:11][CH2:12][NH:13][C:14](=[O:15])[C:8]3=[C:7]([CH3:16])[C:6]=2[CH:5]=[C:4]([F:17])[CH:3]=1.[F:18][C:19]1[CH:20]=[C:21](B(O)O)[CH:22]=[C:23]([F:26])[C:24]=1[F:25], predict the reaction product. The product is: [F:17][C:4]1[CH:3]=[C:2]([C:21]2[CH:20]=[C:19]([F:18])[C:24]([F:25])=[C:23]([F:26])[CH:22]=2)[C:10]2[N:9]3[CH2:11][CH2:12][NH:13][C:14](=[O:15])[C:8]3=[C:7]([CH3:16])[C:6]=2[CH:5]=1. (3) Given the reactants Cl[CH2:2][C:3]1[C:4]([CH3:18])=[N:5][C:6]([O:16][CH3:17])=[C:7]([C:9]2[CH:14]=[CH:13][CH:12]=[C:11]([Cl:15])[CH:10]=2)[CH:8]=1.[NH:19]1[CH:23]=[N:22][CH:21]=[N:20]1.C(=O)([O-])[O-].[Cs+].[Cs+], predict the reaction product. The product is: [Cl:15][C:11]1[CH:10]=[C:9]([C:7]2[C:6]([O:16][CH3:17])=[N:5][C:4]([CH3:18])=[C:3]([CH2:2][N:19]3[CH:23]=[N:22][CH:21]=[N:20]3)[CH:8]=2)[CH:14]=[CH:13][CH:12]=1. (4) Given the reactants [CH3:1][C:2]1([CH3:19])[CH2:7][O:6][C:5](=[S:8])[N:4]([CH2:9][C:10]2[CH:15]=[CH:14][CH:13]=[CH:12][C:11]=2[N+:16]([O-])=O)[CH2:3]1.[Cl-].[NH4+].O, predict the reaction product. The product is: [NH2:16][C:11]1[CH:12]=[CH:13][CH:14]=[CH:15][C:10]=1[CH2:9][N:4]1[CH2:3][C:2]([CH3:19])([CH3:1])[CH2:7][O:6][C:5]1=[S:8]. (5) Given the reactants [Cl:1][C:2]1[CH:3]=[C:4]([NH:9][C:10]([N:12]2[CH2:17][CH2:16][C:15](=[CH:18][CH:19]3[CH2:24][CH2:23][CH2:22][N:21]([CH2:25][CH3:26])[CH2:20]3)[CH2:14][CH2:13]2)=[O:11])[CH:5]=[CH:6][C:7]=1[Cl:8], predict the reaction product. The product is: [Cl:1][C:2]1[CH:3]=[C:4]([NH:9][C:10]([N:12]2[CH2:13][CH2:14][CH:15]([CH2:18][CH:19]3[CH2:24][CH2:23][CH2:22][N:21]([CH2:25][CH3:26])[CH2:20]3)[CH2:16][CH2:17]2)=[O:11])[CH:5]=[CH:6][C:7]=1[Cl:8]. (6) Given the reactants S(Cl)(Cl)=O.[CH3:5][C:6]1[S:10][C:9]([C:11]([OH:13])=[O:12])=[CH:8][CH:7]=1.[CH3:14]O, predict the reaction product. The product is: [CH3:14][O:12][C:11]([C:9]1[S:10][C:6]([CH3:5])=[CH:7][CH:8]=1)=[O:13]. (7) The product is: [ClH:33].[C:1]([NH:4][O:5][CH2:6][CH2:7][NH:8][C:9](=[O:32])[CH2:10][C:11]1[C:16]([C:17]#[N:18])=[CH:15][CH:14]=[C:13]([NH:19][CH2:20][C:21]([F:29])([F:30])[C:22]2[CH:27]=[CH:26][C:25]([CH3:28])=[CH:24][N:23]=2)[C:12]=1[F:31])(=[NH:2])[NH2:3]. Given the reactants [C:1]([NH:4][O:5][CH2:6][CH2:7][NH:8][C:9](=[O:32])[CH2:10][C:11]1[C:16]([C:17]#[N:18])=[CH:15][CH:14]=[C:13]([NH:19][CH2:20][C:21]([F:30])([F:29])[C:22]2[CH:27]=[CH:26][C:25]([CH3:28])=[CH:24][N:23]=2)[C:12]=1[F:31])(=[NH:3])[NH2:2].[ClH:33].CC#N, predict the reaction product. (8) Given the reactants [NH2:1][C:2]1[N:10]=[C:9]2[C:5]([N:6]=[CH:7][N:8]2[C@H:11]2[CH2:15][C:14]([CH2:16][OH:17])=[CH:13][CH2:12]2)=[C:4]([Cl:18])[N:3]=1.C[N+]1([O-])CC[O:23]CC1.C(O)(C)(C)C.[OH2:32], predict the reaction product. The product is: [NH2:1][C:2]1[N:10]=[C:9]2[C:5]([N:6]=[CH:7][N:8]2[C@@H:11]2[CH2:12][C@H:13]([OH:32])[C@:14]([CH2:16][OH:17])([OH:23])[CH2:15]2)=[C:4]([Cl:18])[N:3]=1. (9) Given the reactants [Cl:1][C:2]1[CH:7]=[CH:6][C:5]([C:8]2([CH3:36])[C:12]([C:14]3[CH:19]=[CH:18][C:17]([Cl:20])=[CH:16][CH:15]=3)([CH3:13])[N:11]([C:21](Cl)=[O:22])[C:10]([C:24]3[CH:29]=[CH:28][C:27]([O:30][CH3:31])=[CH:26][C:25]=3[O:32][CH:33]([CH3:35])[CH3:34])=[N:9]2)=[CH:4][CH:3]=1.[CH3:37][S:38]([CH2:41][CH2:42][N:43]1[CH2:48][CH2:47][NH:46][CH2:45][CH2:44]1)(=[O:40])=[O:39], predict the reaction product. The product is: [Cl:1][C:2]1[CH:3]=[CH:4][C:5]([C@@:8]2([CH3:36])[C@:12]([C:14]3[CH:19]=[CH:18][C:17]([Cl:20])=[CH:16][CH:15]=3)([CH3:13])[N:11]([C:21]([N:46]3[CH2:45][CH2:44][N:43]([CH2:42][CH2:41][S:38]([CH3:37])(=[O:39])=[O:40])[CH2:48][CH2:47]3)=[O:22])[C:10]([C:24]3[CH:29]=[CH:28][C:27]([O:30][CH3:31])=[CH:26][C:25]=3[O:32][CH:33]([CH3:35])[CH3:34])=[N:9]2)=[CH:6][CH:7]=1.